This data is from NCI-60 drug combinations with 297,098 pairs across 59 cell lines. The task is: Regression. Given two drug SMILES strings and cell line genomic features, predict the synergy score measuring deviation from expected non-interaction effect. (1) Drug 1: C1CN1P(=S)(N2CC2)N3CC3. Drug 2: CCC1=C2CN3C(=CC4=C(C3=O)COC(=O)C4(CC)O)C2=NC5=C1C=C(C=C5)O. Cell line: HCC-2998. Synergy scores: CSS=36.9, Synergy_ZIP=-3.92, Synergy_Bliss=-4.18, Synergy_Loewe=2.92, Synergy_HSA=4.20. (2) Drug 1: CNC(=O)C1=CC=CC=C1SC2=CC3=C(C=C2)C(=NN3)C=CC4=CC=CC=N4. Drug 2: CN1C2=C(C=C(C=C2)N(CCCl)CCCl)N=C1CCCC(=O)O.Cl. Cell line: NCI/ADR-RES. Synergy scores: CSS=4.04, Synergy_ZIP=0.239, Synergy_Bliss=2.93, Synergy_Loewe=1.43, Synergy_HSA=0.940. (3) Drug 1: C1=C(C(=O)NC(=O)N1)N(CCCl)CCCl. Drug 2: C(CC(=O)O)C(=O)CN.Cl. Cell line: EKVX. Synergy scores: CSS=7.45, Synergy_ZIP=-3.84, Synergy_Bliss=-6.51, Synergy_Loewe=-6.04, Synergy_HSA=-5.09.